From a dataset of Forward reaction prediction with 1.9M reactions from USPTO patents (1976-2016). Predict the product of the given reaction. (1) Given the reactants [OH:1][C:2]1[CH:7]=[CH:6][CH:5]=[CH:4][C:3]=1[C:8](=[O:10])[CH3:9].C([O:13][C:14]([C:16]1[C:17]([O:26][CH3:27])=[C:18]([CH:21]=[C:22]([CH3:25])[C:23]=1[CH3:24])[CH:19]=O)=[O:15])C, predict the reaction product. The product is: [OH:1][C:2]1[CH:7]=[CH:6][CH:5]=[CH:4][C:3]=1[C:8](=[O:10])[CH:9]=[CH:19][C:18]1[CH:21]=[C:22]([CH3:25])[C:23]([CH3:24])=[C:16]([C:14]([OH:15])=[O:13])[C:17]=1[O:26][CH3:27]. (2) Given the reactants [Li+].[OH-].C([O:5][C:6](=[O:50])[CH:7]([C:31]([CH:35]([NH:39][C:40]([O:42][CH2:43][C:44]1[CH:49]=[CH:48][CH:47]=[CH:46][CH:45]=1)=[O:41])[CH:36]([CH3:38])[CH3:37])([OH:34])[PH2:32]=[O:33])[CH2:8][C:9]1[CH:10]=[N:11][C:12]([N:16](C(OC(C)(C)C)=O)[C:17]([O:19][C:20]([CH3:23])([CH3:22])[CH3:21])=[O:18])=[C:13]([CH3:15])[CH:14]=1)C.CO, predict the reaction product. The product is: [CH2:43]([O:42][C:40]([NH:39][CH:35]([C:31]([OH:34])([PH2:32]=[O:33])[CH:7]([CH2:8][C:9]1[CH:10]=[N:11][C:12]([NH:16][C:17]([O:19][C:20]([CH3:22])([CH3:21])[CH3:23])=[O:18])=[C:13]([CH3:15])[CH:14]=1)[C:6]([OH:50])=[O:5])[CH:36]([CH3:38])[CH3:37])=[O:41])[C:44]1[CH:49]=[CH:48][CH:47]=[CH:46][CH:45]=1. (3) Given the reactants Br[C:2](Br)=[CH:3][C:4]1[S:8][C:7]2[CH:9]=[CH:10][CH:11]=[CH:12][C:6]=2[CH:5]=1.[N:14]1([C:20]([O:22][C:23]([CH3:26])([CH3:25])[CH3:24])=[O:21])[CH2:19][CH2:18][NH:17][CH2:16][CH2:15]1.[OH-:27].[K+], predict the reaction product. The product is: [S:8]1[C:7]2[CH:9]=[CH:10][CH:11]=[CH:12][C:6]=2[CH:5]=[C:4]1[CH2:3][CH:2]([N:17]1[CH2:18][CH2:19][N:14]([C:20]([O:22][C:23]([CH3:26])([CH3:25])[CH3:24])=[O:21])[CH2:15][CH2:16]1)[OH:27]. (4) Given the reactants [CH2:1]([O:3][C:4](=[O:25])[C:5]1[C:10]([N+:11]([O-:13])=[O:12])=[CH:9][C:8]([NH:14][C:15](=O)[C:16]2[CH:21]=[CH:20][CH:19]=[CH:18][CH:17]=2)=[C:7]([OH:23])[C:6]=1[Cl:24])[CH3:2].C1C=CC(P(C2C=CC=CC=2)C2C=CC=CC=2)=CC=1.CCOC(/N=N/C(OCC)=O)=O.C1(C)C=CC=CC=1, predict the reaction product. The product is: [CH2:1]([O:3][C:4]([C:5]1[C:10]([N+:11]([O-:13])=[O:12])=[CH:9][C:8]2[N:14]=[C:15]([C:16]3[CH:21]=[CH:20][CH:19]=[CH:18][CH:17]=3)[O:23][C:7]=2[C:6]=1[Cl:24])=[O:25])[CH3:2]. (5) Given the reactants [CH2:1]([N:8]1[CH2:12][C@H:11]2[C@H:13]([NH2:16])[CH2:14][CH2:15][C@H:10]2[CH2:9]1)[C:2]1[CH:7]=[CH:6][CH:5]=[CH:4][CH:3]=1.[C:17]1([C@H:23]([CH2:27][CH3:28])[C:24](O)=[O:25])[CH:22]=[CH:21][CH:20]=[CH:19][CH:18]=1, predict the reaction product. The product is: [CH2:1]([N:8]1[CH2:12][C@@H:11]2[C@@H:13]([NH:16][C:24](=[O:25])[C@@H:23]([C:17]3[CH:22]=[CH:21][CH:20]=[CH:19][CH:18]=3)[CH2:27][CH3:28])[CH2:14][CH2:15][C@@H:10]2[CH2:9]1)[C:2]1[CH:3]=[CH:4][CH:5]=[CH:6][CH:7]=1.